From a dataset of Catalyst prediction with 721,799 reactions and 888 catalyst types from USPTO. Predict which catalyst facilitates the given reaction. (1) Reactant: [CH3:1][O:2][C:3]([C:5]1[C:14]2[O:13][CH2:12][CH:11]([C:15]3[CH:16]=[N:17][CH:18]=[C:19]([CH2:21]O)[CH:20]=3)[O:10][C:9]=2[CH:8]=[CH:7][CH:6]=1)=[O:4].C1(P(C2C=CC=CC=2)C2C=CC=CC=2)C=CC=CC=1.C(Br)(Br)(Br)[Br:43]. Product: [CH3:1][O:2][C:3]([C:5]1[C:14]2[O:13][CH2:12][CH:11]([C:15]3[CH:16]=[N:17][CH:18]=[C:19]([CH2:21][Br:43])[CH:20]=3)[O:10][C:9]=2[CH:8]=[CH:7][CH:6]=1)=[O:4]. The catalyst class is: 2. (2) Reactant: CI.[C:3]1([S:9][C:10]2[C:14]3=[N:15][CH:16]=[CH:17][CH:18]=[C:13]3[NH:12][C:11]=2[C:19]([NH2:21])=[O:20])[CH:8]=[CH:7][CH:6]=[CH:5][CH:4]=1.[C:22]([O-])([O-])=O.[Cs+].[Cs+]. Product: [CH3:22][N:12]1[C:13]2[C:14](=[N:15][CH:16]=[CH:17][CH:18]=2)[C:10]([S:9][C:3]2[CH:4]=[CH:5][CH:6]=[CH:7][CH:8]=2)=[C:11]1[C:19]([NH2:21])=[O:20]. The catalyst class is: 17. (3) Reactant: [CH2:1]([C:5]1[N:6]=[C:7]([CH3:27])[NH:8][C:9](=[O:26])[C:10]=1[CH2:11][C:12]1[CH:17]=[CH:16][C:15]([C:18]2[C:19]([C:24]#[N:25])=[CH:20][CH:21]=[CH:22][CH:23]=2)=[CH:14][CH:13]=1)[CH2:2][CH2:3][CH3:4].Br[CH2:29][CH:30]1[CH2:32][CH2:31]1.[H-].[Na+].C(OCC)(=O)C. Product: [CH2:1]([C:5]1[N:6]=[C:7]([CH3:27])[N:8]([CH2:29][CH:30]2[CH2:32][CH2:31]2)[C:9](=[O:26])[C:10]=1[CH2:11][C:12]1[CH:17]=[CH:16][C:15]([C:18]2[C:19]([C:24]#[N:25])=[CH:20][CH:21]=[CH:22][CH:23]=2)=[CH:14][CH:13]=1)[CH2:2][CH2:3][CH3:4]. The catalyst class is: 35.